Dataset: Full USPTO retrosynthesis dataset with 1.9M reactions from patents (1976-2016). Task: Predict the reactants needed to synthesize the given product. (1) Given the product [F:13][C:2]([F:1])([F:12])[C:3]1[CH:4]=[C:5]2[C:9](=[CH:10][CH:11]=1)[NH:8][CH:7]=[C:6]2[C:24](=[O:26])[CH3:25], predict the reactants needed to synthesize it. The reactants are: [F:1][C:2]([F:13])([F:12])[C:3]1[CH:4]=[C:5]2[C:9](=[CH:10][CH:11]=1)[NH:8][CH:7]=[CH:6]2.[Cl-].[In+3].[Cl-].[Cl-].O.C(=O)(O)[O-].[Na+].[C:24](OC(=O)C)(=[O:26])[CH3:25]. (2) Given the product [Br:1][C:2]1[CH:3]=[N:4][C:5]2[N:6]([N:8]=[C:9]([C:11]([N:27]3[CH2:26][CH2:25][N:24]4[CH:30]=[C:21]([C:18]5[CH:19]=[N:20][C:15]([F:14])=[CH:16][CH:17]=5)[N:22]=[C:23]4[CH:28]3[CH3:29])=[O:13])[CH:10]=2)[CH:7]=1, predict the reactants needed to synthesize it. The reactants are: [Br:1][C:2]1[CH:3]=[N:4][C:5]2[N:6]([N:8]=[C:9]([C:11]([OH:13])=O)[CH:10]=2)[CH:7]=1.[F:14][C:15]1[N:20]=[CH:19][C:18]([C:21]2[N:22]=[C:23]3[CH:28]([CH3:29])[NH:27][CH2:26][CH2:25][N:24]3[CH:30]=2)=[CH:17][CH:16]=1. (3) Given the product [CH3:34][C:28]1[CH:27]=[CH:26][C:25]2[C:30](=[CH:31][CH:32]=[CH:33][C:24]=2[O:23][CH2:22][CH2:21][N:2]2[CH2:7][CH2:6][CH:5]([CH2:8][C:9]3[CH:10]=[CH:11][C:12]4[O:17][CH2:16][C:15](=[O:18])[NH:14][C:13]=4[CH:19]=3)[CH2:4][CH2:3]2)[N:29]=1, predict the reactants needed to synthesize it. The reactants are: Cl.[NH:2]1[CH2:7][CH2:6][CH:5]([CH2:8][C:9]2[CH:10]=[CH:11][C:12]3[O:17][CH2:16][C:15](=[O:18])[NH:14][C:13]=3[CH:19]=2)[CH2:4][CH2:3]1.Br[CH2:21][CH2:22][O:23][C:24]1[CH:33]=[CH:32][CH:31]=[C:30]2[C:25]=1[CH:26]=[CH:27][C:28]([CH3:34])=[N:29]2.C(N(C(C)C)CC)(C)C. (4) The reactants are: Cl.C(O)C.O[C:6]1([CH:28]2[CH2:33][CH2:32][N:31]([CH3:34])[CH2:30][CH2:29]2)[C:15]2[CH:16]=[CH:17][CH:18]=[CH:19][C:14]=2[CH:13]=[C:12]([O:20]C)[C:11]2[S:10][C:9]([CH2:22][C:23]([O:25]CC)=[O:24])=[CH:8][C:7]1=2.[OH-].[Na+]. Given the product [CH3:34][N:31]1[CH2:30][CH2:29][C:28](=[C:6]2[C:15]3[CH:16]=[CH:17][CH:18]=[CH:19][C:14]=3[CH2:13][C:12](=[O:20])[C:11]3[S:10][C:9]([CH2:22][C:23]([OH:25])=[O:24])=[CH:8][C:7]2=3)[CH2:33][CH2:32]1, predict the reactants needed to synthesize it.